This data is from Catalyst prediction with 721,799 reactions and 888 catalyst types from USPTO. The task is: Predict which catalyst facilitates the given reaction. (1) Reactant: [CH2:1]([O:4][CH2:5][C:6]#[N:7])[CH2:2][CH3:3].[NH2:8][OH:9]. Product: [OH:9]/[N:8]=[C:6](\[NH2:7])/[CH2:5][O:4][CH2:1][CH2:2][CH3:3]. The catalyst class is: 2. (2) Reactant: [CH2:1]([O:3][C:4](=[O:36])[C:5]([NH:7][C:8]1[CH:33]=[C:32]([CH3:34])[C:11]([O:12][C:13]2[CH:14]=[C:15]3[C:19](=[CH:20][CH:21]=2)[N:18](C(=O)C(OCC)=O)[N:17]=[C:16]3[CH:29]([CH3:31])C)=[C:10]([CH3:35])[CH:9]=1)=[O:6])[CH3:2].[O-][CH2:38]C.[Na+].[Cl-].[NH4+]. Product: [CH3:35][C:10]1[CH:9]=[C:8]([NH:7][C:5](=[O:6])[C:4]([O:3][CH2:1][CH3:2])=[O:36])[CH:33]=[C:32]([CH3:34])[C:11]=1[O:12][C:13]1[CH:14]=[C:15]2[C:19](=[CH:20][CH:21]=1)[NH:18][N:17]=[C:16]2[CH2:29][CH2:31][CH3:38]. The catalyst class is: 8. (3) Reactant: [Br:1][C:2]1[CH:3]=[C:4]([CH:23]=[CH:24][C:25]=1[O:26][CH2:27][CH3:28])[NH:5][CH:6]=[C:7]([C:21]#[N:22])[C:8]([NH:10][C:11]1[CH:16]=[C:15]([O:17][CH3:18])[C:14]([Cl:19])=[CH:13][C:12]=1[Cl:20])=O.P(Cl)(Cl)(Cl)=O. Product: [Br:1][C:2]1[CH:3]=[C:4]2[C:23]([C:8]([NH:10][C:11]3[CH:16]=[C:15]([O:17][CH3:18])[C:14]([Cl:19])=[CH:13][C:12]=3[Cl:20])=[C:7]([C:21]#[N:22])[CH:6]=[N:5]2)=[CH:24][C:25]=1[O:26][CH2:27][CH3:28]. The catalyst class is: 10. (4) Reactant: C([O-])(=O)CCCCCCCCCCCCCCCCC.[Al+3:21].C([O-])(=O)CCCCCCCCCCCCCCCCC.C([O-])(=O)CCCCCCCCCCCCCCCCC.[OH:62][C:63]1[CH:64]=[CH:65][CH:66]=[C:67]2[C:72]=1[N:71]=[CH:70][CH:69]=[CH:68]2. Product: [CH:65]1[CH:64]=[C:63]([O-:62])[C:72]2[N:71]=[CH:70][CH:69]=[CH:68][C:67]=2[CH:66]=1.[CH:65]1[CH:64]=[C:63]([O-:62])[C:72]2[N:71]=[CH:70][CH:69]=[CH:68][C:67]=2[CH:66]=1.[CH:65]1[CH:64]=[C:63]([O-:62])[C:72]2[N:71]=[CH:70][CH:69]=[CH:68][C:67]=2[CH:66]=1.[Al+3:21]. The catalyst class is: 11. (5) Reactant: [CH3:1][C:2]1[CH:7]=[C:6]([O:8][CH2:9][C:10]2([CH3:14])[CH2:13][O:12][CH2:11]2)[CH:5]=[C:4]([CH3:15])[C:3]=1[C:16]1[CH:21]=[CH:20][CH:19]=[C:18]([CH2:22][O:23][C:24]2[N:29]=[CH:28][C:27]3[C@@H:30]4[C@@H:33]([C:34]([O:36]CC)=[O:35])[C@@H:31]4[CH2:32][C:26]=3[CH:25]=2)[CH:17]=1.[Li+].[OH-].Cl. Product: [CH3:15][C:4]1[CH:5]=[C:6]([O:8][CH2:9][C:10]2([CH3:14])[CH2:13][O:12][CH2:11]2)[CH:7]=[C:2]([CH3:1])[C:3]=1[C:16]1[CH:21]=[CH:20][CH:19]=[C:18]([CH2:22][O:23][C:24]2[N:29]=[CH:28][C:27]3[C@@H:30]4[C@@H:33]([C:34]([OH:36])=[O:35])[C@@H:31]4[CH2:32][C:26]=3[CH:25]=2)[CH:17]=1. The catalyst class is: 24. (6) Reactant: [CH2:1]([O:3][C:4]1[CH:9]=[CH:8][C:7]([CH2:10][C@H:11]([N:15]2[C:23](=[O:24])[C:22]3[C:17](=[CH:18][CH:19]=[CH:20][CH:21]=3)[C:16]2=[O:25])[C:12]([OH:14])=O)=[CH:6][CH:5]=1)[CH3:2].FC(F)(F)C(OC(=O)C(F)(F)F)=O. Product: [CH2:1]([O:3][C:4]1[CH:9]=[C:8]2[C:7]([CH2:10][C@H:11]([N:15]3[C:23](=[O:24])[C:22]4[C:17](=[CH:18][CH:19]=[CH:20][CH:21]=4)[C:16]3=[O:25])[C:12]2=[O:14])=[CH:6][CH:5]=1)[CH3:2]. The catalyst class is: 2.